This data is from Catalyst prediction with 721,799 reactions and 888 catalyst types from USPTO. The task is: Predict which catalyst facilitates the given reaction. (1) Reactant: [Cl:1][C:2]1[CH:7]=[CH:6][C:5]([C:8]2[N:9]=[C:10]3[CH:15]=[CH:14][CH:13]=[CH:12][N:11]3[C:16]=2[CH2:17][C:18]#[N:19])=[CH:4][CH:3]=1.[NH2:20][OH:21].Cl.C([O-])([O-])=O.[K+].[K+].O. Product: [Cl:1][C:2]1[CH:7]=[CH:6][C:5]([C:8]2[N:9]=[C:10]3[CH:15]=[CH:14][CH:13]=[CH:12][N:11]3[C:16]=2[CH2:17][C:18](=[N:20][OH:21])[NH2:19])=[CH:4][CH:3]=1. The catalyst class is: 14. (2) Reactant: [Cl:1][C:2]1[CH:10]=[C:9]([O:11][CH:12]2[CH2:15][O:14][CH2:13]2)[C:5]([C:6]([OH:8])=O)=[CH:4][N:3]=1.CCN(C(C)C)C(C)C.CN([C:28]([O:32][N:33]1N=NC2C=CC=N[C:34]1=2)=[N+](C)C)C.F[P-](F)(F)(F)(F)F.Cl.CONC. Product: [Cl:1][C:2]1[CH:10]=[C:9]([O:11][CH:12]2[CH2:15][O:14][CH2:13]2)[C:5]([C:6]([N:33]([O:32][CH3:28])[CH3:34])=[O:8])=[CH:4][N:3]=1. The catalyst class is: 2. (3) Reactant: [H-].[Al+3].[Li+].[H-].[H-].[H-].C([CH2:10][C:11]1[CH:16]=[CH:15][C:14]([CH2:17][CH2:18][CH2:19][CH2:20][N:21]=[N+]=[N-])=[CH:13][CH:12]=1)(O)=O.[OH2:24].[OH-].[Na+]. Product: [OH:24][CH2:10][C:11]1[CH:16]=[CH:15][C:14]([CH2:17][CH2:18][CH2:19][CH2:20][NH2:21])=[CH:13][CH:12]=1. The catalyst class is: 1. (4) Reactant: [F:1][C:2]([F:20])([F:19])[C:3]([NH:5][C:6]1[CH:14]=[C:13]2[C:9]([CH:10]=[C:11](C(F)(F)F)[NH:12]2)=[CH:8][CH:7]=1)=[O:4].O.C([O-])([O-])=[O:23].[K+].[K+]. Product: [F:1][C:2]([F:20])([F:19])[C:3]([OH:23])=[O:4].[F:1][C:2]([F:20])([F:19])[C:10]1[C:9]2[C:13](=[CH:14][C:6]([NH2:5])=[CH:7][CH:8]=2)[NH:12][CH:11]=1. The catalyst class is: 5.